The task is: Predict the reaction yield, written as a fraction of the theoretical maximum amount of product (1.0 means a 100% yield; for example, 0.34 means a 34% yield).. This data is from Reaction yield outcomes from USPTO patents with 853,638 reactions. (1) The reactants are [Cl:1][C:2]1[CH:19]=[C:18]([CH:20]=[CH2:21])[CH:17]=[CH:16][C:3]=1[CH2:4][N:5]1[C:13](=[O:14])[C:12]2[C:7](=[CH:8][CH:9]=[CH:10][CH:11]=2)[C:6]1=[O:15].Br[CH:23]([C:28]1[CH:33]=[C:32]([Cl:34])[CH:31]=[C:30]([Cl:35])[CH:29]=1)[C:24]([F:27])([F:26])[F:25].N1C=CC=CC=1C1C=CC=CN=1. The catalyst is ClC1C=CC=CC=1Cl.Cl[Cu]. The product is [Cl:1][C:2]1[CH:19]=[C:18](/[CH:20]=[CH:21]/[CH:23]([C:28]2[CH:29]=[C:30]([Cl:35])[CH:31]=[C:32]([Cl:34])[CH:33]=2)[C:24]([F:27])([F:26])[F:25])[CH:17]=[CH:16][C:3]=1[CH2:4][N:5]1[C:13](=[O:14])[C:12]2[C:7](=[CH:8][CH:9]=[CH:10][CH:11]=2)[C:6]1=[O:15]. The yield is 0.500. (2) The reactants are [O:1]=[C:2]([NH:21][C:22]1[CH:27]=[CH:26][C:25]([C:28]#[C:29][C:30]2[C:35]([F:36])=[C:34]([F:37])[N:33]=[C:32]([F:38])[C:31]=2[F:39])=[CH:24][CH:23]=1)[C@@H:3]([NH:13]C(=O)OC(C)(C)C)[CH2:4][NH:5]C(=O)OC(C)(C)C.NCCCC[C@H](NC(=O)[C@@H](N)C)C(NC1C=CC(C#CC2C(F)=C(F)N=C(F)C=2F)=CC=1)=O. No catalyst specified. The product is [NH2:13][C@@H:3]([CH2:4][NH2:5])[C:2]([NH:21][C:22]1[CH:27]=[CH:26][C:25]([C:28]#[C:29][C:30]2[C:35]([F:36])=[C:34]([F:37])[N:33]=[C:32]([F:38])[C:31]=2[F:39])=[CH:24][CH:23]=1)=[O:1]. The yield is 0.850.